Dataset: Peptide-MHC class I binding affinity with 185,985 pairs from IEDB/IMGT. Task: Regression. Given a peptide amino acid sequence and an MHC pseudo amino acid sequence, predict their binding affinity value. This is MHC class I binding data. (1) The peptide sequence is LTPIFSDLL. The MHC is Mamu-A01 with pseudo-sequence Mamu-A01. The binding affinity (normalized) is 0.790. (2) The peptide sequence is DEEFRQYTAF. The binding affinity (normalized) is 0.0361. The MHC is Mamu-A11 with pseudo-sequence Mamu-A11.